From a dataset of Full USPTO retrosynthesis dataset with 1.9M reactions from patents (1976-2016). Predict the reactants needed to synthesize the given product. (1) Given the product [CH2:26]([NH:28][C:7](=[O:9])[C:6]1[CH:10]=[CH:11][C:3]([O:2][CH3:1])=[C:4](/[CH:12]=[CH:13]/[C:14]2[CH:15]=[CH:16][C:17]([O:20][C:21]([F:22])([F:24])[F:23])=[CH:18][CH:19]=2)[CH:5]=1)[CH3:27], predict the reactants needed to synthesize it. The reactants are: [CH3:1][O:2][C:3]1[CH:11]=[CH:10][C:6]([C:7]([OH:9])=O)=[CH:5][C:4]=1/[CH:12]=[CH:13]/[C:14]1[CH:19]=[CH:18][C:17]([O:20][C:21]([F:24])([F:23])[F:22])=[CH:16][CH:15]=1.Cl.[CH2:26]([NH2:28])[CH3:27]. (2) Given the product [Br:5][C:6]1[CH:11]=[N:10][C:9]2[NH:12][C:1](=[O:2])[N:3]3[N:4]=[CH:19][N:18]=[C:17]3[C:8]=2[CH:7]=1, predict the reactants needed to synthesize it. The reactants are: [CH:1]([NH:3][NH2:4])=[O:2].[Br:5][C:6]1[CH:7]=[C:8]([C:17]#[N:18])[C:9]([NH:12]C(=O)OC)=[N:10][CH:11]=1.[CH3:19]N1CCCC1=O.